Dataset: Full USPTO retrosynthesis dataset with 1.9M reactions from patents (1976-2016). Task: Predict the reactants needed to synthesize the given product. (1) Given the product [C:34]([O:33][C:31]([N:19]([C:13]1[C:12]([C:4]2[N:5]([S:27]([C:24]3[CH:25]=[CH:26][C:21]([CH3:20])=[CH:22][CH:23]=3)(=[O:29])=[O:28])[C:6]3[CH:11]=[CH:10][CH:9]=[CH:8][C:7]=3[N:3]=2)=[N:17][C:16]([Br:18])=[CH:15][N:14]=1)[C:31](=[O:32])[O:33][C:34]([CH3:37])([CH3:36])[CH3:35])=[O:32])([CH3:37])([CH3:36])[CH3:35], predict the reactants needed to synthesize it. The reactants are: [H-].[Na+].[NH:3]1[C:7]2[CH:8]=[CH:9][CH:10]=[CH:11][C:6]=2[N:5]=[C:4]1[C:12]1[C:13]([NH2:19])=[N:14][CH:15]=[C:16]([Br:18])[N:17]=1.[CH3:20][C:21]1[CH:26]=[CH:25][C:24]([S:27](Cl)(=[O:29])=[O:28])=[CH:23][CH:22]=1.[C:31](O[C:31]([O:33][C:34]([CH3:37])([CH3:36])[CH3:35])=[O:32])([O:33][C:34]([CH3:37])([CH3:36])[CH3:35])=[O:32]. (2) Given the product [C:1]([O:5][C:6]([N:8]1[CH2:13][CH2:12][N:11]([C:14]2[CH:19]=[CH:18][C:17]([C:20]3[O:24][C:23]([C:25]4[CH:26]=[C:30]5[C:31]([CH:27]=[CH:28][NH:29]5)=[CH:32][CH:33]=4)=[N:22][C:21]=3[C:34]([OH:36])=[O:35])=[CH:16][CH:15]=2)[CH2:10][CH2:9]1)=[O:7])([CH3:4])([CH3:2])[CH3:3], predict the reactants needed to synthesize it. The reactants are: [C:1]([O:5][C:6]([N:8]1[CH2:13][CH2:12][N:11]([C:14]2[CH:19]=[CH:18][C:17]([C:20]3[O:24][C:23]([C:25]4[CH:33]=[CH:32][CH:31]=[C:30]5[C:26]=4[CH:27]=[CH:28][NH:29]5)=[N:22][C:21]=3[C:34]([OH:36])=[O:35])=[CH:16][CH:15]=2)[CH2:10][CH2:9]1)=[O:7])([CH3:4])([CH3:3])[CH3:2].[OH-].[Na+]. (3) Given the product [Cl:1][C:2]1[CH:7]=[CH:6][CH:5]=[CH:4][C:3]=1[C:8]1[CH:17]=[C:16]([CH:18]2[CH2:25][CH2:24][C:21]([OH:23])([CH2:22][NH:47][CH:44]([CH3:46])[CH3:45])[CH2:20][CH2:19]2)[CH:15]=[C:14]2[C:9]=1[CH2:10][N:11]([CH2:35][C:36]1[CH:41]=[CH:53][C:51]([O:50][CH3:49])=[CH:38][CH:37]=1)[C:12](=[O:34])[N:13]2[C:26]1[C:31]([Cl:32])=[CH:30][CH:29]=[CH:28][C:27]=1[Cl:33], predict the reactants needed to synthesize it. The reactants are: [Cl:1][C:2]1[CH:7]=[CH:6][CH:5]=[CH:4][C:3]=1[C:8]1[CH:17]=[C:16]([CH:18]2[CH2:25][CH2:24][C:21]3([O:23][CH2:22]3)[CH2:20][CH2:19]2)[CH:15]=[C:14]2[C:9]=1[CH2:10][N:11]([CH2:35][C:36]1[CH:41]=CC(OC)=[CH:38][CH:37]=1)[C:12](=[O:34])[N:13]2[C:26]1[C:31]([Cl:32])=[CH:30][CH:29]=[CH:28][C:27]=1[Cl:33].[CH:44]([NH2:47])([CH3:46])[CH3:45].C[CH2:49][O:50][C:51]([CH3:53])=O.